This data is from Catalyst prediction with 721,799 reactions and 888 catalyst types from USPTO. The task is: Predict which catalyst facilitates the given reaction. (1) Reactant: Cl[C:2]1[N:10]=[C:9]([I:11])[N:8]=[C:7]2[C:3]=1[N:4]=[CH:5][N:6]2[CH2:12][O:13][CH2:14][CH2:15][Si:16]([CH3:19])([CH3:18])[CH3:17].[O:20]1[CH2:23][CH:22]([N:24]2[CH2:29][CH2:28][N:27]([C:30]3[CH:36]=[CH:35][C:33]([NH2:34])=[CH:32][CH:31]=3)[CH2:26][CH2:25]2)[CH2:21]1.C(N(CC)CC)C. Product: [I:11][C:9]1[N:8]=[C:7]2[C:3]([N:4]=[CH:5][N:6]2[CH2:12][O:13][CH2:14][CH2:15][Si:16]([CH3:19])([CH3:18])[CH3:17])=[C:2]([NH:34][C:33]2[CH:32]=[CH:31][C:30]([N:27]3[CH2:28][CH2:29][N:24]([CH:22]4[CH2:23][O:20][CH2:21]4)[CH2:25][CH2:26]3)=[CH:36][CH:35]=2)[N:10]=1. The catalyst class is: 32. (2) Reactant: C[O:2][CH:3]([O:19]C)[C:4]1[C:5]([C:13]2[CH:18]=[CH:17][CH:16]=[CH:15][CH:14]=2)=[N:6][O:7][C:8]=1[C:9]([O:11][CH3:12])=[O:10].CC(C)=O.OS(O)(=O)=O.O=[Cr](=O)=O. The catalyst class is: 21. Product: [CH3:12][O:11][C:9]([C:8]1[O:7][N:6]=[C:5]([C:13]2[CH:18]=[CH:17][CH:16]=[CH:15][CH:14]=2)[C:4]=1[C:3]([OH:19])=[O:2])=[O:10]. (3) Reactant: [CH3:1][C:2]([NH:15]C(=O)C)([CH3:14])[CH2:3][C:4]1[CH:13]=[CH:12][C:11]2[C:6](=[CH:7][CH:8]=[CH:9][CH:10]=2)[CH:5]=1.Cl.[OH-].[Na+]. Product: [CH3:14][C:2]([NH2:15])([CH3:1])[CH2:3][C:4]1[CH:13]=[CH:12][C:11]2[C:6](=[CH:7][CH:8]=[CH:9][CH:10]=2)[CH:5]=1. The catalyst class is: 6. (4) Reactant: [C:1]([C:3]1[CH:15]=[CH:14][C:6]([CH2:7][N:8]2[CH2:13][CH2:12][NH:11][CH2:10][CH2:9]2)=[CH:5][CH:4]=1)#[N:2].Cl[C:17]1[CH:18]=[C:19]([CH3:30])[C:20]2[N:21]([C:23]([C:26]([F:29])([F:28])[F:27])=[N:24][N:25]=2)[N:22]=1. Product: [CH3:30][C:19]1[C:20]2[N:21]([C:23]([C:26]([F:29])([F:27])[F:28])=[N:24][N:25]=2)[N:22]=[C:17]([N:11]2[CH2:12][CH2:13][N:8]([CH2:7][C:6]3[CH:5]=[CH:4][C:3]([C:1]#[N:2])=[CH:15][CH:14]=3)[CH2:9][CH2:10]2)[CH:18]=1. The catalyst class is: 8. (5) Reactant: C(S[C:4]1[C:9]([C:10]2[N:11]=[C:12]3[CH:17]=[C:16]([C:18]([F:21])([F:20])[F:19])[CH:15]=[CH:14][N:13]3[CH:22]=2)=[CH:8][CH:7]=[C:6]([C:23]([F:26])([F:25])[F:24])[N:5]=1)C.[CH:27]1C=C(Cl)C=C(C(OO)=O)[CH:28]=1.C([O-])(O)=O.[Na+].[O-:43][S:44]([O-:46])=O.[Na+].[Na+]. The catalyst class is: 6. Product: [CH2:27]([S:44]([C:4]1[C:9]([C:10]2[N:11]=[C:12]3[CH:17]=[C:16]([C:18]([F:20])([F:21])[F:19])[CH:15]=[CH:14][N:13]3[CH:22]=2)=[CH:8][CH:7]=[C:6]([C:23]([F:25])([F:26])[F:24])[N:5]=1)(=[O:46])=[O:43])[CH3:28]. (6) Reactant: Cl[C:2]1[N:7]2[N:8]=[C:9]([CH:11]3[CH2:16][CH2:15][N:14]([CH2:17][CH:18]4[CH2:20][CH2:19]4)[CH2:13][CH2:12]3)[N:10]=[C:6]2[CH:5]=[C:4]([C:21]2[CH:26]=[CH:25][C:24]([Cl:27])=[CH:23][C:22]=2[Cl:28])[N:3]=1.Cl.[NH2:30][C:31]1[C:36]([C:37](=[O:42])[C:38]([F:41])([F:40])[F:39])=[CH:35][CH:34]=[C:33]([NH:43][CH2:44][CH2:45][NH2:46])[N:32]=1.C(N(CC)C(C)C)(C)C. Product: [NH2:30][C:31]1[C:36]([C:37](=[O:42])[C:38]([F:39])([F:41])[F:40])=[CH:35][CH:34]=[C:33]([NH:43][CH2:44][CH2:45][NH:46][C:2]2[N:7]3[N:8]=[C:9]([CH:11]4[CH2:16][CH2:15][N:14]([CH2:17][CH:18]5[CH2:20][CH2:19]5)[CH2:13][CH2:12]4)[N:10]=[C:6]3[CH:5]=[C:4]([C:21]3[CH:26]=[CH:25][C:24]([Cl:27])=[CH:23][C:22]=3[Cl:28])[N:3]=2)[N:32]=1. The catalyst class is: 16. (7) Reactant: [Br:1][C:2]1[CH:10]=[C:9]([CH3:11])[C:5]2[NH:6][CH:7]=[N:8][C:4]=2[CH:3]=1.CC1C=CC(S(O)(=O)=O)=CC=1.O.[O:24]1[CH:29]=[CH:28][CH2:27][CH2:26][CH2:25]1. Product: [Br:1][C:2]1[CH:10]=[C:9]([CH3:11])[C:5]2[N:6]([CH:25]3[CH2:26][CH2:27][CH2:28][CH2:29][O:24]3)[CH:7]=[N:8][C:4]=2[CH:3]=1. The catalyst class is: 1.